Dataset: Catalyst prediction with 721,799 reactions and 888 catalyst types from USPTO. Task: Predict which catalyst facilitates the given reaction. (1) Reactant: [H-].[Na+].[CH2:3]([O:7][C:8]1[CH:9]=[C:10]([CH:14]([C:17]([O:19][C:20]([CH3:23])([CH3:22])[CH3:21])=[O:18])[CH2:15][NH2:16])[CH:11]=[CH:12][CH:13]=1)[CH2:4][CH2:5][CH3:6].Cl[CH2:25][C:26]([N:28]([CH3:30])[CH3:29])=[O:27].O. Product: [CH2:3]([O:7][C:8]1[CH:9]=[C:10]([CH:14]([C:17]([O:19][C:20]([CH3:22])([CH3:21])[CH3:23])=[O:18])[CH2:15][NH:16][CH2:25][C:26]([N:28]([CH3:30])[CH3:29])=[O:27])[CH:11]=[CH:12][CH:13]=1)[CH2:4][CH2:5][CH3:6]. The catalyst class is: 3. (2) Reactant: [OH-].[Na+].[CH2:3]([O:7][C:8]1[CH:13]=[CH:12][CH:11]=[CH:10][C:9]=1[C:14](=[O:16])[CH3:15])[CH:4]([CH3:6])[CH3:5].[CH3:17][C:18]1[C:26]2[C:21](=[CH:22][CH:23]=[C:24]([CH:27]=O)[CH:25]=2)[NH:20][N:19]=1. Product: [CH2:3]([O:7][C:8]1[CH:13]=[CH:12][CH:11]=[CH:10][C:9]=1[C:14](=[O:16])/[CH:15]=[CH:27]/[C:24]1[CH:25]=[C:26]2[C:21](=[CH:22][CH:23]=1)[NH:20][N:19]=[C:18]2[CH3:17])[CH:4]([CH3:6])[CH3:5]. The catalyst class is: 8.